This data is from Reaction yield outcomes from USPTO patents with 853,638 reactions. The task is: Predict the reaction yield, written as a fraction of the theoretical maximum amount of product (1.0 means a 100% yield; for example, 0.34 means a 34% yield). The reactants are [C:1]1([C:7]2[O:11][N:10]=[C:9]([C:12](O)=[O:13])[C:8]=2[C:15]([F:18])([F:17])[F:16])[CH:6]=[CH:5][CH:4]=[CH:3][CH:2]=1.N1C=CC=CC=1.N1C(F)=NC(F)=NC=1[F:27]. The catalyst is ClCCl. The product is [C:1]1([C:7]2[O:11][N:10]=[C:9]([C:12]([F:27])=[O:13])[C:8]=2[C:15]([F:18])([F:17])[F:16])[CH:6]=[CH:5][CH:4]=[CH:3][CH:2]=1. The yield is 1.00.